Dataset: Full USPTO retrosynthesis dataset with 1.9M reactions from patents (1976-2016). Task: Predict the reactants needed to synthesize the given product. (1) The reactants are: [NH2:1][C:2]1[N:3]=[C:4]([NH2:22])[C:5]2[C:10]([CH2:11][CH2:12][CH2:13][C:14]3[CH:15]=[C:16]([C:19]([OH:21])=O)[S:17][CH:18]=3)=[CH:9][O:8][C:6]=2[N:7]=1.CN1CCOCC1.ClC1N=C(OC)N=C(OC)N=1.Cl.[CH2:42]([O:44][C:45](=[O:55])[C@H:46]([CH2:48][CH2:49][C:50]([O:52][CH2:53][CH3:54])=[O:51])[NH2:47])[CH3:43]. Given the product [CH2:42]([O:44][C:45](=[O:55])[C@@H:46]([NH:47][C:19]([C:16]1[S:17][CH:18]=[C:14]([CH2:13][CH2:12][CH2:11][C:10]2[C:5]3[C:4]([NH2:22])=[N:3][C:2]([NH2:1])=[N:7][C:6]=3[O:8][CH:9]=2)[CH:15]=1)=[O:21])[CH2:48][CH2:49][C:50]([O:52][CH2:53][CH3:54])=[O:51])[CH3:43], predict the reactants needed to synthesize it. (2) The reactants are: [C:1]([O:5][C:6]([N:8]1[CH2:12][CH2:11][CH2:10][CH:9]1[C:13]1[NH:17][C:16]2[CH:18]=[C:19](Br)[CH:20]=[CH:21][C:15]=2[N:14]=1)=[O:7])([CH3:4])([CH3:3])[CH3:2].[B:23]1([B:23]2[O:27][C:26]([CH3:29])([CH3:28])[C:25]([CH3:31])([CH3:30])[O:24]2)[O:27][C:26]([CH3:29])([CH3:28])[C:25]([CH3:31])([CH3:30])[O:24]1.C([O-])(=O)C.[K+].C(OC(N1CCCC1)=O)(C)(C)C. Given the product [C:1]([O:5][C:6]([N:8]1[CH2:12][CH2:11][CH2:10][CH:9]1[C:13]1[NH:17][C:16]2[CH:18]=[C:19]([B:23]3[O:27][C:26]([CH3:29])([CH3:28])[C:25]([CH3:31])([CH3:30])[O:24]3)[CH:20]=[CH:21][C:15]=2[N:14]=1)=[O:7])([CH3:4])([CH3:3])[CH3:2], predict the reactants needed to synthesize it.